From a dataset of Catalyst prediction with 721,799 reactions and 888 catalyst types from USPTO. Predict which catalyst facilitates the given reaction. (1) Reactant: [OH-].[Na+].[NH2:3][C:4]1[CH:13]=[CH:12][C:7]([C:8]([O:10]C)=[O:9])=[CH:6][C:5]=1[I:14].Cl. Product: [NH2:3][C:4]1[CH:13]=[CH:12][C:7]([C:8]([OH:10])=[O:9])=[CH:6][C:5]=1[I:14]. The catalyst class is: 24. (2) Reactant: [C:1]([C:4]1[CH:5]=[C:6]([Br:13])[CH:7]=[CH:8][C:9]=1[N+:10]([O-:12])=[O:11])(=[O:3])[CH3:2].[BH4-].[Na+].O. Product: [Br:13][C:6]1[CH:7]=[CH:8][C:9]([N+:10]([O-:12])=[O:11])=[C:4]([CH:1]([OH:3])[CH3:2])[CH:5]=1. The catalyst class is: 28.